This data is from Full USPTO retrosynthesis dataset with 1.9M reactions from patents (1976-2016). The task is: Predict the reactants needed to synthesize the given product. (1) Given the product [CH2:23]1[CH2:24][N:20]([P+:9]([Br:8])([N:10]2[CH2:11][CH2:12][CH2:13][CH2:14]2)[N:15]2[CH2:19][CH2:18][CH2:17][CH2:16]2)[CH2:21][CH2:22]1.[F:1][P-:2]([F:7])([F:6])([F:5])([F:4])[F:3].[CH3:43][CH2:42][N:38]([CH:39]([CH3:41])[CH3:40])[CH:35]([CH3:37])[CH3:36], predict the reactants needed to synthesize it. The reactants are: [F:1][P-:2]([F:7])([F:6])([F:5])([F:4])[F:3].[Br:8][P+:9]([N:20]1[CH2:24][CH2:23][CH2:22][CH2:21]1)([N:15]1[CH2:19][CH2:18][CH2:17][CH2:16]1)[N:10]1[CH2:14][CH2:13][CH2:12][CH2:11]1.ClCCl.CN1CCCC1=O.[CH:35]([N:38]([CH2:42][CH3:43])[CH:39]([CH3:41])[CH3:40])([CH3:37])[CH3:36]. (2) Given the product [N:7]([C:10]1[CH:11]=[C:12]([CH:16]=[CH:17][C:18]=1[CH3:19])[C:13]([NH:20][C:21]1[CH:22]=[C:23]([C:34]([CH3:41])([CH3:40])[CH2:35][O:36][C:37](=[O:39])[CH3:38])[CH:24]=[C:25]([NH:29][S:30]([CH3:33])(=[O:32])=[O:31])[C:26]=1[O:27][CH3:28])=[O:15])=[N+:8]=[N-:9], predict the reactants needed to synthesize it. The reactants are: C(Cl)(=O)C(Cl)=O.[N:7]([C:10]1[CH:11]=[C:12]([CH:16]=[CH:17][C:18]=1[CH3:19])[C:13]([OH:15])=O)=[N+:8]=[N-:9].[NH2:20][C:21]1[CH:22]=[C:23]([C:34]([CH3:41])([CH3:40])[CH2:35][O:36][C:37](=[O:39])[CH3:38])[CH:24]=[C:25]([NH:29][S:30]([CH3:33])(=[O:32])=[O:31])[C:26]=1[O:27][CH3:28].N1C(C)=CC=CC=1C. (3) Given the product [Cl:15][C:16]1[CH:17]=[C:18]([S:23]([NH:14][C:10]2[CH:9]=[CH:8][C:7]([CH2:6][O:5][CH2:4][CH:1]3[CH2:3][CH2:2]3)=[C:12]([CH3:13])[N:11]=2)(=[O:25])=[O:24])[CH:19]=[CH:20][CH:21]=1, predict the reactants needed to synthesize it. The reactants are: [CH:1]1([CH2:4][O:5][CH2:6][C:7]2[CH:8]=[CH:9][C:10]([NH2:14])=[N:11][C:12]=2[CH3:13])[CH2:3][CH2:2]1.[Cl:15][C:16]1[CH:17]=[C:18]([S:23](Cl)(=[O:25])=[O:24])[C:19](C)=[CH:20][CH:21]=1. (4) Given the product [CH3:17][O:16][C:14]([C:11]1[CH:12]=[CH:13][C:7]2[CH:6]=[C:5]([C:3]([OH:4])=[O:2])[S:9][C:8]=2[CH:10]=1)=[O:15], predict the reactants needed to synthesize it. The reactants are: C[O:2][C:3]([C:5]1[S:9][C:8]2[CH:10]=[C:11]([C:14]([O:16][CH3:17])=[O:15])[CH:12]=[CH:13][C:7]=2[CH:6]=1)=[O:4].[OH-].[Na+].C(O)(=O)CC(CC(O)=O)(C(O)=O)O. (5) Given the product [C:1]1([C:7]2([CH2:12][NH2:13])[CH2:11][CH2:10][CH2:9][CH2:8]2)[CH:6]=[CH:5][CH:4]=[CH:3][CH:2]=1, predict the reactants needed to synthesize it. The reactants are: [C:1]1([C:7]2([C:12]#[N:13])[CH2:11][CH2:10][CH2:9][CH2:8]2)[CH:6]=[CH:5][CH:4]=[CH:3][CH:2]=1.